Dataset: Rat liver microsome stability data. Task: Regression/Classification. Given a drug SMILES string, predict its absorption, distribution, metabolism, or excretion properties. Task type varies by dataset: regression for continuous measurements (e.g., permeability, clearance, half-life) or binary classification for categorical outcomes (e.g., BBB penetration, CYP inhibition). Dataset: rlm. (1) The molecule is CC(C)c1ccccc1-c1nc2c(c(NCc3ccc(-c4cccnc4)cc3)n1)CNC2. The result is 1 (stable in rat liver microsomes). (2) The compound is CS(=O)(=O)N1CCN(C(=O)c2cnc3ccc(F)cc3c2-c2ccc(C3(C#N)CC3)cc2F)CC1. The result is 1 (stable in rat liver microsomes). (3) The molecule is CC1=C(C(=O)Nc2nnc(-c3ccccc3)s2)C(c2nn(C)cc2Cl)NC(Nc2nc3ccccc3o2)=N1. The result is 1 (stable in rat liver microsomes).